Dataset: Catalyst prediction with 721,799 reactions and 888 catalyst types from USPTO. Task: Predict which catalyst facilitates the given reaction. (1) Product: [NH2:12][C:13]1[CH:14]=[CH:15][C:16]([O:21][CH:22]2[CH2:23][CH2:24]2)=[C:17]([CH2:19][OH:20])[CH:18]=1. Reactant: [C-]1C2C(=CC=CC=2)C=CC=1.[Li+].[NH2:12][C:13]1[CH:14]=[CH:15][C:16]([O:21][C:22]2(SC3C=CC=CC=3)[CH2:24][CH2:23]2)=[C:17]([CH2:19][OH:20])[CH:18]=1.O. The catalyst class is: 7. (2) Reactant: [C:1]1([S:7]([N:10]2[C:14]3=[N:15][CH:16]=[C:17]([CH2:19][CH:20]4[CH2:24][O:23][C:22]([CH3:26])([CH3:25])[O:21]4)[CH:18]=[C:13]3[CH:12]=[CH:11]2)(=[O:9])=[O:8])[CH:6]=[CH:5][CH:4]=[CH:3][CH:2]=1.C([N-][CH:31]([CH3:33])[CH3:32])(C)C.[Li+].C([Li])C[CH2:37][CH3:38].CCCCCC.C(NC(C)C)(C)C.[CH:53]1([CH:58]=[O:59])CCCC1. Product: [C:1]1([S:7]([N:10]2[C:14]3=[N:15][CH:16]=[C:17]([CH2:19][CH:20]4[CH2:24][O:23][C:22]([CH3:26])([CH3:25])[O:21]4)[CH:18]=[C:13]3[CH:12]=[C:11]2[CH:58]([OH:59])[CH2:53][CH:32]2[CH2:31][CH2:33][CH2:38][CH2:37]2)(=[O:9])=[O:8])[CH:2]=[CH:3][CH:4]=[CH:5][CH:6]=1. The catalyst class is: 7.